This data is from Full USPTO retrosynthesis dataset with 1.9M reactions from patents (1976-2016). The task is: Predict the reactants needed to synthesize the given product. (1) Given the product [Br:3][C:4]1[N:9]=[C:8]([C:10]2[C:18]3[C:13](=[N:14][C:15]([Cl:19])=[N:16][CH:17]=3)[N:12]([CH2:21][O:22][CH2:23][CH2:24][Si:25]([CH3:28])([CH3:27])[CH3:26])[N:11]=2)[CH:7]=[CH:6][CH:5]=1, predict the reactants needed to synthesize it. The reactants are: [H-].[Na+].[Br:3][C:4]1[N:9]=[C:8]([C:10]2[C:18]3[C:13](=[N:14][C:15]([Cl:19])=[N:16][CH:17]=3)[NH:12][N:11]=2)[CH:7]=[CH:6][CH:5]=1.Cl[CH2:21][O:22][CH2:23][CH2:24][Si:25]([CH3:28])([CH3:27])[CH3:26]. (2) Given the product [Cl:1][C:2]1[CH:34]=[CH:33][C:5]([O:6][C:7]2[CH:12]=[CH:11][C:10]([N:13]3[CH:17]=[C:16]([C:18]4[CH:19]=[CH:20][C:21]([O:24][CH2:25][C@H:26]([OH:27])[CH2:28][NH:36][CH3:35])=[CH:22][CH:23]=4)[N:15]=[C:14]3[CH2:29][O:30][CH2:31][CH3:32])=[CH:9][CH:8]=2)=[CH:4][CH:3]=1, predict the reactants needed to synthesize it. The reactants are: [Cl:1][C:2]1[CH:34]=[CH:33][C:5]([O:6][C:7]2[CH:12]=[CH:11][C:10]([N:13]3[CH:17]=[C:16]([C:18]4[CH:23]=[CH:22][C:21]([O:24][CH2:25][C@H:26]5[CH2:28][O:27]5)=[CH:20][CH:19]=4)[N:15]=[C:14]3[CH2:29][O:30][CH2:31][CH3:32])=[CH:9][CH:8]=2)=[CH:4][CH:3]=1.[CH3:35][NH2:36]. (3) Given the product [Cl:1][C:2]1[CH:3]=[C:4]([CH:8]([C:12]2([OH:18])[CH2:17][CH2:16][CH2:15][CH2:14][CH2:13]2)[C:9]([NH:25][CH:19]2[CH2:24][CH2:23][CH2:22][CH2:21][CH2:20]2)=[O:11])[CH:5]=[CH:6][CH:7]=1, predict the reactants needed to synthesize it. The reactants are: [Cl:1][C:2]1[CH:3]=[C:4]([CH:8]([C:12]2([OH:18])[CH2:17][CH2:16][CH2:15][CH2:14][CH2:13]2)[C:9]([OH:11])=O)[CH:5]=[CH:6][CH:7]=1.[CH:19]1([NH2:25])[CH2:24][CH2:23][CH2:22][CH2:21][CH2:20]1. (4) Given the product [NH2:1][C:2]1[N:3]=[C:4]([C:20]2[O:21][CH:22]=[CH:23][CH:24]=2)[C:5]([C:13]2[CH:14]=[CH:15][C:16](=[O:19])[N:17]([CH2:25][CH3:26])[CH:18]=2)=[C:6]([C:8]2[O:9][CH:10]=[CH:11][CH:12]=2)[N:7]=1, predict the reactants needed to synthesize it. The reactants are: [NH2:1][C:2]1[N:7]=[C:6]([C:8]2[O:9][CH:10]=[CH:11][CH:12]=2)[C:5]([C:13]2[CH:14]=[CH:15][C:16](=[O:19])[NH:17][CH:18]=2)=[C:4]([C:20]2[O:21][CH:22]=[CH:23][CH:24]=2)[N:3]=1.[CH2:25](I)[CH3:26].